Task: Predict the reactants needed to synthesize the given product.. Dataset: Full USPTO retrosynthesis dataset with 1.9M reactions from patents (1976-2016) (1) The reactants are: [C:1]([O:5][C:6]([N:8]1[CH2:13][CH2:12][CH:11]([O:14][C:15]2[CH:20]=[C:19](Cl)[N:18]=[CH:17][N:16]=2)[CH2:10][CH2:9]1)=[O:7])([CH3:4])([CH3:3])[CH3:2].[CH3:22][C:23]1[C:28]([OH:29])=[CH:27][CH:26]=[CH:25][N:24]=1.C([O-])([O-])=O.[K+].[K+]. Given the product [C:1]([O:5][C:6]([N:8]1[CH2:13][CH2:12][CH:11]([O:14][C:15]2[CH:20]=[C:19]([O:29][C:28]3[C:23]([CH3:22])=[N:24][CH:25]=[CH:26][CH:27]=3)[N:18]=[CH:17][N:16]=2)[CH2:10][CH2:9]1)=[O:7])([CH3:4])([CH3:3])[CH3:2], predict the reactants needed to synthesize it. (2) Given the product [O:3]1[CH:7]=[CH:6][CH:5]=[C:4]1[C:8](=[O:17])[CH2:9][CH2:10][C:20]([O:22][CH2:23][CH3:24])=[O:21], predict the reactants needed to synthesize it. The reactants are: [H-].[Na+].[O:3]1[CH:7]=[CH:6][CH:5]=[C:4]1[C:8](=[O:17])[CH2:9][C:10](OC(C)(C)C)=O.BrC[C:20]([O:22][CH2:23][CH3:24])=[O:21].Cl.FC(F)(F)C(O)=O.C(=O)(O)[O-].[Na+]. (3) The reactants are: [H-].[Na+].[Br:3][C:4]1[S:8][C:7]([C:9]2([OH:13])[CH2:12][CH2:11][CH2:10]2)=NC=1.[CH3:14]I.[CH3:16][N:17](C=O)C. Given the product [Br:3][C:4]1[S:8][C:7]([C:9]2([O:13][CH3:14])[CH2:10][CH2:11][CH2:12]2)=[CH:16][N:17]=1, predict the reactants needed to synthesize it. (4) Given the product [CH:19]([C:16]1[CH:17]=[CH:18][C:13]([CH:9]2[C:8]3[C:7]([CH3:22])=[C:6]([NH:23][C:24](=[O:30])[CH2:25][C:26]([CH3:29])([CH3:28])[CH3:27])[C:5]([CH3:31])=[C:4]([CH:2]=[CH2:3])[C:12]=3[O:11][CH2:10]2)=[CH:14][CH:15]=1)([CH3:20])[CH3:21], predict the reactants needed to synthesize it. The reactants are: O[CH:2]([C:4]1[C:12]2[O:11][CH2:10][CH:9]([C:13]3[CH:18]=[CH:17][C:16]([CH:19]([CH3:21])[CH3:20])=[CH:15][CH:14]=3)[C:8]=2[C:7]([CH3:22])=[C:6]([NH:23][C:24](=[O:30])[CH2:25][C:26]([CH3:29])([CH3:28])[CH3:27])[C:5]=1[CH3:31])[CH3:3].O.C1(C)C=CC(S(O)(=O)=O)=CC=1. (5) Given the product [F:29][C:26]1[CH:27]=[CH:28][C:23]([C:11]2[C:10]3[C:15](=[CH:16][CH:17]=[C:8]([N:30]4[CH2:35][CH2:34][O:33][CH2:32][CH2:31]4)[CH:9]=3)[N:14]=[C:13]([CH3:18])[C:12]=2[S:19]([CH3:22])(=[O:21])=[O:20])=[CH:24][CH:25]=1, predict the reactants needed to synthesize it. The reactants are: C(=O)([O-])[O-].[Cs+].[Cs+].Br[C:8]1[CH:9]=[C:10]2[C:15](=[CH:16][CH:17]=1)[N:14]=[C:13]([CH3:18])[C:12]([S:19]([CH3:22])(=[O:21])=[O:20])=[C:11]2[C:23]1[CH:28]=[CH:27][C:26]([F:29])=[CH:25][CH:24]=1.[NH:30]1[CH2:35][CH2:34][O:33][CH2:32][CH2:31]1. (6) Given the product [C:1]([O:5][C:6]([N:8]1[C:17]2[C:12](=[CH:13][C:14]([C:18]3[CH:19]=[N:20][CH:21]=[C:22]([C:24]([C:27]([OH:29])=[O:28])([CH3:26])[CH3:25])[CH:23]=3)=[CH:15][N:16]=2)[CH2:11][CH2:10][CH2:9]1)=[O:7])([CH3:4])([CH3:2])[CH3:3], predict the reactants needed to synthesize it. The reactants are: [C:1]([O:5][C:6]([N:8]1[C:17]2[C:12](=[CH:13][C:14]([C:18]3[CH:19]=[N:20][CH:21]=[C:22]([C:24]([C:27]([O:29]CC4C=CC=CC=4)=[O:28])([CH3:26])[CH3:25])[CH:23]=3)=[CH:15][N:16]=2)[CH2:11][CH2:10][CH2:9]1)=[O:7])([CH3:4])([CH3:3])[CH3:2]. (7) Given the product [Cl:1][C:2]1[CH:3]=[C:4]([CH:8]=[CH:9][N:10]=1)[C:5]([NH:25][CH:22]([CH3:24])[CH3:23])=[O:7], predict the reactants needed to synthesize it. The reactants are: [Cl:1][C:2]1[CH:3]=[C:4]([CH:8]=[CH:9][N:10]=1)[C:5]([OH:7])=O.S(Cl)(Cl)=O.C(N(CC)CC)C.[CH:22]([NH2:25])([CH3:24])[CH3:23].